Dataset: Forward reaction prediction with 1.9M reactions from USPTO patents (1976-2016). Task: Predict the product of the given reaction. (1) Given the reactants CC(OC(/N=N/C(OC(C)C)=O)=O)C.[OH:15][C:16]1[CH:17]=[C:18]([CH:23]=[C:24]([O:26][C:27]2[CH:39]=[CH:38][C:30]3[C:31](=[O:37])[N:32]([CH3:36])[CH2:33][CH2:34][O:35][C:29]=3[CH:28]=2)[CH:25]=1)[C:19]([O:21][CH3:22])=[O:20].C1(P(C2C=CC=CC=2)C2C=CC=CC=2)C=CC=CC=1.[CH3:59][O:60][CH2:61][C@H:62](O)[CH3:63], predict the reaction product. The product is: [CH3:63][C@H:62]([O:15][C:16]1[CH:17]=[C:18]([CH:23]=[C:24]([O:26][C:27]2[CH:39]=[CH:38][C:30]3[C:31](=[O:37])[N:32]([CH3:36])[CH2:33][CH2:34][O:35][C:29]=3[CH:28]=2)[CH:25]=1)[C:19]([O:21][CH3:22])=[O:20])[CH2:61][O:60][CH3:59]. (2) Given the reactants [Cl:1][C:2]1[CH:7]=[CH:6][C:5]([C:8]2[S:9][C:10]3[C:11](=[O:33])[N:12]([C:17]4[CH:22]=[CH:21][C:20]([CH2:23][CH2:24][CH2:25][N:26]5[CH2:30][CH2:29][CH2:28][CH2:27]5)=[C:19]([O:31][CH3:32])[CH:18]=4)[CH:13]=[CH:14][C:15]=3[N:16]=2)=[CH:4][CH:3]=1.Cl, predict the reaction product. The product is: [ClH:1].[Cl:1][C:2]1[CH:3]=[CH:4][C:5]([C:8]2[S:9][C:10]3[C:11](=[O:33])[N:12]([C:17]4[CH:22]=[CH:21][C:20]([CH2:23][CH2:24][CH2:25][N:26]5[CH2:30][CH2:29][CH2:28][CH2:27]5)=[C:19]([O:31][CH3:32])[CH:18]=4)[CH:13]=[CH:14][C:15]=3[N:16]=2)=[CH:6][CH:7]=1. (3) Given the reactants Cl.[CH3:2][CH:3]1[O:8][CH2:7][CH2:6][NH:5][CH2:4]1.[C:9]([N:11]=[C:12](SC)[S:13][CH3:14])#[N:10].C(=O)([O-])[O-].[Na+].[Na+], predict the reaction product. The product is: [C:9]([N:11]=[C:12]([N:5]1[CH2:6][CH2:7][O:8][CH:3]([CH3:2])[CH2:4]1)[S:13][CH3:14])#[N:10]. (4) The product is: [Br:1][C:2]1[CH:7]=[CH:6][C:5]([C:8]([F:11])([F:10])[F:9])=[CH:4][C:3]=1[S:15][CH2:13][CH3:14]. Given the reactants [Br:1][C:2]1[CH:7]=[CH:6][C:5]([C:8]([F:11])([F:10])[F:9])=[CH:4][C:3]=1F.[CH2:13]([SH:15])[CH3:14].C(=O)([O-])[O-].[K+].[K+].CN(C=O)C, predict the reaction product. (5) Given the reactants [NH2:1][C:2]1[CH:3]=[CH:4][C:5]2[C:9]([CH:10]=1)=[N:8][N:7]([CH2:11][C:12]([NH:16][C:17](=[O:29])[C:18]1[CH:23]=[CH:22][C:21]([O:24][C:25]([F:28])([F:27])[F:26])=[CH:20][CH:19]=1)([C:14]#[N:15])[CH3:13])[C:6]=2[O:30][CH3:31].[C:32](Cl)(=[O:34])[CH3:33], predict the reaction product. The product is: [C:32]([NH:1][C:2]1[CH:3]=[CH:4][C:5]2[C:9]([CH:10]=1)=[N:8][N:7]([CH2:11][C:12]([NH:16][C:17](=[O:29])[C:18]1[CH:19]=[CH:20][C:21]([O:24][C:25]([F:28])([F:26])[F:27])=[CH:22][CH:23]=1)([C:14]#[N:15])[CH3:13])[C:6]=2[O:30][CH3:31])(=[O:34])[CH3:33]. (6) Given the reactants [CH2:1]([O:3][C:4]([C:6]1[CH:7]=[N:8][NH:9][CH:10]=1)=[O:5])[CH3:2].C(=O)([O-])[O-].[K+].[K+].[F:17][C:18]1[CH:23]=[C:22]([F:24])[CH:21]=[CH:20][C:19]=1[N:25]1[C:29](=[O:30])[CH2:28][CH:27]([CH2:31]OS(C)(=O)=O)[CH2:26]1.O, predict the reaction product. The product is: [CH2:1]([O:3][C:4]([C:6]1[CH:7]=[N:8][N:9]([CH2:31][CH:27]2[CH2:28][C:29](=[O:30])[N:25]([C:19]3[CH:20]=[CH:21][C:22]([F:24])=[CH:23][C:18]=3[F:17])[CH2:26]2)[CH:10]=1)=[O:5])[CH3:2].